Dataset: Reaction yield outcomes from USPTO patents with 853,638 reactions. Task: Predict the reaction yield, written as a fraction of the theoretical maximum amount of product (1.0 means a 100% yield; for example, 0.34 means a 34% yield). (1) The reactants are [CH3:1][N:2]1[C:10]([CH2:11][CH2:12][CH2:13][C:14]([OH:16])=[O:15])=[N:9][C:8]2[CH:7]=[C:6]([N:17]([CH2:21][CH2:22][Cl:23])[CH2:18][CH2:19][Cl:20])[CH:5]=[CH:4][C:3]1=2.Cl.[CH3:25][CH:26](O)[CH2:27][CH2:28][CH2:29][CH2:30][CH2:31][CH2:32][CH2:33][CH2:34][CH2:35][CH3:36].C1(N=C=NC2CCCCC2)CCCCC1. The catalyst is CN(C1C=CN=CC=1)C. The product is [CH3:36][CH:35]([O:15][C:14](=[O:16])[CH2:13][CH2:12][CH2:11][C:10]1[N:2]([CH3:1])[C:3]2[CH:4]=[CH:5][C:6]([N:17]([CH2:18][CH2:19][Cl:20])[CH2:21][CH2:22][Cl:23])=[CH:7][C:8]=2[N:9]=1)[CH2:34][CH2:33][CH2:32][CH2:31][CH2:30][CH2:29][CH2:28][CH2:27][CH2:26][CH3:25]. The yield is 0.400. (2) The reactants are C([O-])(=O)C.[Na+].[C:6]([C:9]1[CH:19]=[C:18]([F:20])[CH:17]=[CH:16][C:10]=1[O:11][CH2:12]C(O)=O)(=O)[CH3:7].O. The catalyst is C(OC(=O)C)(=O)C. The product is [F:20][C:18]1[CH:17]=[CH:16][C:10]2[O:11][CH:12]=[C:6]([CH3:7])[C:9]=2[CH:19]=1. The yield is 0.590. (3) The reactants are [O-]P([O-])([O-])=O.[K+].[K+].[K+].[NH:9]1[CH2:13][CH2:12][NH:11][C:10]1=[O:14].I[C:16]1[CH:17]=[C:18]([O:22][CH3:23])[CH:19]=[CH:20][CH:21]=1.CNCCNC. The catalyst is [Cu]I.CN(C=O)C. The product is [CH3:23][O:22][C:18]1[CH:17]=[C:16]([N:9]2[CH2:13][CH2:12][NH:11][C:10]2=[O:14])[CH:21]=[CH:20][CH:19]=1. The yield is 0.750. (4) The reactants are [Cl:1][C:2]1[CH:3]=[C:4]([C:11]2[CH:12]=[C:13]3[C:18](=[CH:19][CH:20]=2)[N:17]=[CH:16][C:15]([C:21]([CH:23]2[CH2:25][CH2:24]2)=[O:22])=[C:14]3[NH:26][C@H:27]2[CH2:32][CH2:31][C@H:30]([N:33](C)[C:34](=O)OC(C)(C)C)[CH2:29][CH2:28]2)[CH:5]=[C:6]([O:9][CH3:10])[C:7]=1[OH:8].C(O)(C(F)(F)F)=O. No catalyst specified. The product is [Cl:1][C:2]1[CH:3]=[C:4]([C:11]2[CH:12]=[C:13]3[C:18](=[CH:19][CH:20]=2)[N:17]=[CH:16][C:15]([C:21]([CH:23]2[CH2:24][CH2:25]2)=[O:22])=[C:14]3[NH:26][C@H:27]2[CH2:32][CH2:31][C@H:30]([NH:33][CH3:34])[CH2:29][CH2:28]2)[CH:5]=[C:6]([O:9][CH3:10])[C:7]=1[OH:8]. The yield is 0.630. (5) The reactants are [H-].[Na+].[NH:3]1[C:12]2[C:7](=[CH:8][CH:9]=[CH:10][CH:11]=2)[CH2:6][CH2:5][CH2:4]1.I[CH3:14]. The catalyst is O1CCCC1. The product is [CH3:14][N:3]1[C:12]2[C:7](=[CH:8][CH:9]=[CH:10][CH:11]=2)[CH2:6][CH2:5][CH2:4]1. The yield is 0.610. (6) The reactants are [Br:1][C:2]1[CH:7]=[C:6]([O:8][C@@H:9]([CH3:13])[CH2:10][O:11][CH3:12])[CH:5]=[C:4]([O:14]C)[CH:3]=1.C[S-].[Na+].Cl. The catalyst is CN1CCCC1=O. The product is [Br:1][C:2]1[CH:3]=[C:4]([OH:14])[CH:5]=[C:6]([O:8][C@@H:9]([CH3:13])[CH2:10][O:11][CH3:12])[CH:7]=1. The yield is 0.950. (7) The reactants are S(Cl)(C)(=O)=O.[I:6][C:7]1[C:14]([I:15])=[CH:13][C:12]([I:16])=[CH:11][C:8]=1[CH2:9]O.C(N(C(C)C)CC)(C)C.[Cl-:26].[Li+]. The catalyst is ClCCl.O. The product is [I:6][C:7]1[C:14]([I:15])=[CH:13][C:12]([I:16])=[CH:11][C:8]=1[CH2:9][Cl:26]. The yield is 0.900. (8) The reactants are [C:1]1([C:7]2[CH:8]=[N:9][N:10]([C:12]3[N:17]=[CH:16][C:15]([NH:18][CH:19]([C:23]4[CH:37]=[CH:36][C:26]([C:27]([NH:29][CH2:30][CH2:31][C:32]([O:34]C)=[O:33])=[O:28])=[CH:25][CH:24]=4)[CH2:20][CH2:21][CH3:22])=[CH:14][CH:13]=3)[CH:11]=2)[CH:6]=[CH:5][CH:4]=[CH:3][CH:2]=1.[OH-].[Na+]. The catalyst is CO.O1CCCC1. The product is [C:1]1([C:7]2[CH:8]=[N:9][N:10]([C:12]3[N:17]=[CH:16][C:15]([NH:18][CH:19]([C:23]4[CH:24]=[CH:25][C:26]([C:27]([NH:29][CH2:30][CH2:31][C:32]([OH:34])=[O:33])=[O:28])=[CH:36][CH:37]=4)[CH2:20][CH2:21][CH3:22])=[CH:14][CH:13]=3)[CH:11]=2)[CH:6]=[CH:5][CH:4]=[CH:3][CH:2]=1. The yield is 0.770.